From a dataset of Experimentally validated miRNA-target interactions with 360,000+ pairs, plus equal number of negative samples. Binary Classification. Given a miRNA mature sequence and a target amino acid sequence, predict their likelihood of interaction. The miRNA is hsa-miR-363-3p with sequence AAUUGCACGGUAUCCAUCUGUA. The protein sequence of the target gene is MTQAEKGDTENGKEKGGEKEKEQRGVKRPIVPALVPESLQEQIQSNFIIVIHPGSTTLRIGRATDTLPASIPHVIARRHKQQGQPLYKDSWLLREGLNKPESNEQRQNGLKMVDQAIWSKKMSNGTRRIPVSPEQARSYNKQMRPAILDHCSGNKWTNTSHHPEYLVGEEALYVNPLDCYNIHWPIRRGQLNIHPGPGGSLTAVLADIEVIWSHAIQKYLEIPLKDLKYYRCILLIPDIYNKQHVKELVNMILMKMGFSGIVVHQESVCATYGSGLSSTCIVDVGDQKTSVCCVEDGVSH.... Result: 0 (no interaction).